This data is from Retrosynthesis with 50K atom-mapped reactions and 10 reaction types from USPTO. The task is: Predict the reactants needed to synthesize the given product. (1) Given the product Cc1ccccc1S(=O)(=O)Nc1ccccc1NC(=O)Nc1ccccc1, predict the reactants needed to synthesize it. The reactants are: Cc1ccccc1S(=O)(=O)Cl.Nc1ccccc1NC(=O)Nc1ccccc1. (2) Given the product O=C1c2cc(Br)ccc2CCC1Cc1cccnc1, predict the reactants needed to synthesize it. The reactants are: O=C1C(=Cc2cccnc2)CCc2ccc(Br)cc21. (3) The reactants are: COC(=O)/C=C/c1ccc2[nH]ccc2c1. Given the product O=C(O)/C=C/c1ccc2[nH]ccc2c1, predict the reactants needed to synthesize it. (4) The reactants are: CCOC(=O)c1cc2cc(OCc3ccccc3)ccc2n1CC(F)(F)F. Given the product CCOC(=O)c1cc2cc(O)ccc2n1CC(F)(F)F, predict the reactants needed to synthesize it. (5) Given the product CCOc1cc2c(cc1Cl)NCC(C(=O)N1CCC(C#N)(Cc3ccc(F)cc3)CC1)O2, predict the reactants needed to synthesize it. The reactants are: CCOc1cc2c(cc1Cl)N(C(=O)OC(C)(C)C)CC(C(=O)N1CCC(C#N)(Cc3ccc(F)cc3)CC1)O2. (6) Given the product Cc1nc(C(=O)N2Cc3cc4c(cc3C[C@H]2C(=O)N[C@@H](Cc2ccc(-c3ccnc(C)c3C)cc2)C(=O)O)OC[C@H](c2ccc(OCc3ccc(Cl)c(Cl)c3)cc2)O4)c(C)o1, predict the reactants needed to synthesize it. The reactants are: COC(=O)[C@H](Cc1ccc(-c2ccnc(C)c2C)cc1)NC(=O)[C@@H]1Cc2cc3c(cc2CN1C(=O)c1nc(C)oc1C)O[C@@H](c1ccc(OCc2ccc(Cl)c(Cl)c2)cc1)CO3. (7) Given the product Cc1ccccc1-c1cc(-c2cnc(CC(C)C)s2)cn2ccnc12, predict the reactants needed to synthesize it. The reactants are: CC(C)Cc1ncc(Br)s1.Cc1ccccc1-c1cc(B(O)O)cn2ccnc12. (8) Given the product COC(=O)Cc1ccc(N2CCCC2)cc1, predict the reactants needed to synthesize it. The reactants are: BrCCCCBr.COC(=O)Cc1ccc(N)cc1. (9) Given the product Clc1ccc(-c2ccc3ncnc(N4CCOCC4)c3n2)cc1, predict the reactants needed to synthesize it. The reactants are: Clc1ccc2ncnc(N3CCOCC3)c2n1.OB(O)c1ccc(Cl)cc1. (10) Given the product Cc1ccc(C(=O)N=c2sc3c(F)c(F)ccc3n2CC(=O)O)cc1, predict the reactants needed to synthesize it. The reactants are: CCOC(=O)Cn1c(=NC(=O)c2ccc(C)cc2)sc2c(F)c(F)ccc21.